This data is from Forward reaction prediction with 1.9M reactions from USPTO patents (1976-2016). The task is: Predict the product of the given reaction. (1) Given the reactants [N+:1]([C:4]1[CH:9]=[CH:8][CH:7]=[CH:6][C:5]=1[CH2:10][C:11](=O)[CH2:12][C:13]([O:15][CH2:16][CH3:17])=[O:14])([O-])=O, predict the reaction product. The product is: [NH:1]1[C:4]2[C:5](=[CH:6][CH:7]=[CH:8][CH:9]=2)[CH:10]=[C:11]1[CH2:12][C:13]([O:15][CH2:16][CH3:17])=[O:14]. (2) Given the reactants [C:1]([C:9]1[CH:24]=[C:23]([O:25][C:26]([F:29])([F:28])[F:27])[CH:22]=[CH:21][C:10]=1[O:11][CH:12]([CH3:20])[CH2:13][CH2:14]OS(C)(=O)=O)(=[O:8])[C:2]1[CH:7]=[CH:6][CH:5]=[CH:4][CH:3]=1.C([O:32][C:33](=[O:44])[CH2:34][O:35][C:36]1[CH:41]=[CH:40][C:39]([SH:42])=[CH:38][C:37]=1[CH3:43])C, predict the reaction product. The product is: [C:1]([C:9]1[CH:24]=[C:23]([O:25][C:26]([F:27])([F:28])[F:29])[CH:22]=[CH:21][C:10]=1[O:11][CH:12]([CH3:20])[CH2:13][CH2:14][S:42][C:39]1[CH:40]=[CH:41][C:36]([O:35][CH2:34][C:33]([OH:32])=[O:44])=[C:37]([CH3:43])[CH:38]=1)(=[O:8])[C:2]1[CH:3]=[CH:4][CH:5]=[CH:6][CH:7]=1. (3) Given the reactants [N:1]1([CH2:6][C:7]2[CH:23]=[CH:22][C:10]([CH2:11][N:12]3[CH:20]=[C:19]4[C:14]([N:15]=[CH:16][N:17]=[C:18]4Cl)=[N:13]3)=[CH:9][CH:8]=2)[CH:5]=[CH:4][CH:3]=[N:2]1.[CH3:24][O:25][C:26]1[CH:31]=[C:30]([CH3:32])[CH:29]=[CH:28][C:27]=1[CH2:33][NH2:34], predict the reaction product. The product is: [N:1]1([CH2:6][C:7]2[CH:23]=[CH:22][C:10]([CH2:11][N:12]3[CH:20]=[C:19]4[C:14]([N:15]=[CH:16][N:17]=[C:18]4[NH:34][CH2:33][C:27]4[CH:28]=[CH:29][C:30]([CH3:32])=[CH:31][C:26]=4[O:25][CH3:24])=[N:13]3)=[CH:9][CH:8]=2)[CH:5]=[CH:4][CH:3]=[N:2]1. (4) Given the reactants CO[CH:3](OC)[C:4](=[N:7][OH:8])[C:5]#[N:6].Cl.[CH2:12]([NH:19][NH2:20])[C:13]1[CH:18]=[CH:17][CH:16]=[CH:15][CH:14]=1.Cl.N, predict the reaction product. The product is: [NH2:6][C:5]1[N:19]([CH2:12][C:13]2[CH:18]=[CH:17][CH:16]=[CH:15][CH:14]=2)[N:20]=[CH:3][C:4]=1[N:7]=[O:8]. (5) Given the reactants [C:1]([C:5]1[CH:6]=[CH:7][C:8]([S:14][CH2:15][CH:16]([CH2:21][CH3:22])[CH2:17][CH2:18][CH2:19][CH3:20])=[C:9]([N+:11]([O-])=O)[CH:10]=1)([CH3:4])([CH3:3])[CH3:2].O.NN, predict the reaction product. The product is: [C:1]([C:5]1[CH:6]=[CH:7][C:8]([S:14][CH2:15][CH:16]([CH2:21][CH3:22])[CH2:17][CH2:18][CH2:19][CH3:20])=[C:9]([CH:10]=1)[NH2:11])([CH3:4])([CH3:3])[CH3:2].